From a dataset of Forward reaction prediction with 1.9M reactions from USPTO patents (1976-2016). Predict the product of the given reaction. Given the reactants [CH3:1][O:2][C:3]([C:5]1[CH:10]=[CH:9][C:8]([C:11]2[CH:16]=[C:15]([NH2:17])[CH:14]=[C:13]([CH2:18][N:19]([CH3:21])[CH3:20])[CH:12]=2)=[CH:7][CH:6]=1)=[O:4].CCN(C(C)C)C(C)C.Cl[C:32]1[CH:40]=[C:39](Cl)[CH:38]=[CH:37][C:33]=1[C:34](Cl)=[O:35], predict the reaction product. The product is: [CH3:1][O:2][C:3]([C:5]1[CH:6]=[CH:7][C:8]([C:11]2[CH:16]=[C:15]([NH:17][C:34]([C:33]3[CH:37]=[CH:38][CH:39]=[CH:40][CH:32]=3)=[O:35])[CH:14]=[C:13]([CH2:18][N:19]([CH3:20])[CH3:21])[CH:12]=2)=[CH:9][CH:10]=1)=[O:4].